From a dataset of Full USPTO retrosynthesis dataset with 1.9M reactions from patents (1976-2016). Predict the reactants needed to synthesize the given product. (1) Given the product [C:1]([O:20][CH2:21][CH2:22][CH2:23][CH2:24][CH2:25][CH2:26][CH2:27][CH2:28]/[CH:29]=[CH:30]\[CH2:31][CH2:32][CH2:33][CH2:34][CH2:35][CH2:36][CH2:37][CH3:38])(=[O:19])[CH2:2][CH2:3][CH2:4][CH2:5][CH2:6][CH2:7][CH2:8]/[CH:9]=[CH:10]\[CH2:11]/[CH:12]=[CH:13]\[CH2:14][CH2:15][CH2:16][CH2:17][CH3:18], predict the reactants needed to synthesize it. The reactants are: [C:1]([OH:20])(=[O:19])[CH2:2][CH2:3][CH2:4][CH2:5][CH2:6][CH2:7][CH2:8]/[CH:9]=[CH:10]\[CH2:11]/[CH:12]=[CH:13]\[CH2:14][CH2:15][CH2:16][CH2:17][CH3:18].[CH2:21](O)[CH2:22][CH2:23][CH2:24][CH2:25][CH2:26][CH2:27][CH2:28]/[CH:29]=[CH:30]\[CH2:31][CH2:32][CH2:33][CH2:34][CH2:35][CH2:36][CH2:37][CH3:38]. (2) Given the product [CH2:20]([N:12]([CH2:13][C:14]1[CH:19]=[CH:18][CH:17]=[CH:16][CH:15]=1)[C:9]1[CH:10]=[C:11]2[C:6]([CH:5]=[CH:4][CH:3]=[C:2]2[C:42]2([OH:45])[CH2:43][CH2:44][N:39]([CH3:38])[CH2:40][CH2:41]2)=[CH:7][CH:8]=1)[C:21]1[CH:22]=[CH:23][CH:24]=[CH:25][CH:26]=1, predict the reactants needed to synthesize it. The reactants are: Br[C:2]1[CH:3]=[CH:4][CH:5]=[C:6]2[C:11]=1[CH:10]=[C:9]([N:12]([CH2:20][C:21]1[CH:26]=[CH:25][CH:24]=[CH:23][CH:22]=1)[CH2:13][C:14]1[CH:19]=[CH:18][CH:17]=[CH:16][CH:15]=1)[CH:8]=[CH:7]2.CCCCCC.C([Li])CCC.[CH3:38][N:39]1[CH2:44][CH2:43][C:42](=[O:45])[CH2:41][CH2:40]1.